This data is from Reaction yield outcomes from USPTO patents with 853,638 reactions. The task is: Predict the reaction yield, written as a fraction of the theoretical maximum amount of product (1.0 means a 100% yield; for example, 0.34 means a 34% yield). (1) The reactants are [Cl:1][C:2]1[CH:7]=[CH:6][C:5]([C:8]2[C:12]3[CH2:13][N:14]([C:17](=[O:19])[CH3:18])[CH2:15][CH2:16][C:11]=3[N:10]([CH2:20][CH:21]3[CH2:23][O:22]3)[N:9]=2)=[CH:4][C:3]=1[N+:24]([O-])=O.[O-]S(C(F)(F)F)(=O)=O.[Yb+3].[O-]S(C(F)(F)F)(=O)=O.[O-]S(C(F)(F)F)(=O)=O.[CH3:52][C:53]1[CH:58]=[CH:57][CH:56]=[CH:55][C:54]=1[N:59]1[CH2:64][CH2:63][NH:62][CH2:61][CH2:60]1. The catalyst is ClCCl.O. The product is [NH2:24][C:3]1[CH:4]=[C:5]([C:8]2[C:12]3[CH2:13][N:14]([C:17](=[O:19])[CH3:18])[CH2:15][CH2:16][C:11]=3[N:10]([CH2:20][CH:21]([OH:22])[CH2:23][N:62]3[CH2:63][CH2:64][N:59]([C:54]4[CH:55]=[CH:56][CH:57]=[CH:58][C:53]=4[CH3:52])[CH2:60][CH2:61]3)[N:9]=2)[CH:6]=[CH:7][C:2]=1[Cl:1]. The yield is 0.900. (2) The reactants are S(C)C.[CH3:4][C:5]1[N:6]=[C:7]([NH:10][C:11]2[N:16]=[CH:15][C:14]([S:17][CH:18]([C:32]3[CH:37]=[CH:36][CH:35]=[CH:34][N:33]=3)[CH:19]3[CH2:24][CH2:23][N:22](C(OC(C)(C)C)=O)[CH2:21][CH2:20]3)=[CH:13][C:12]=2[O:38][C:39]2[CH:44]=[CH:43][CH:42]=[CH:41][CH:40]=2)[S:8][CH:9]=1.[F:45][C:46]([F:51])([F:50])[C:47]([OH:49])=[O:48]. No catalyst specified. The product is [F:45][C:46]([F:51])([F:50])[C:47]([OH:49])=[O:48].[F:45][C:46]([F:51])([F:50])[C:47]([OH:49])=[O:48].[F:45][C:46]([F:51])([F:50])[C:47]([OH:49])=[O:48].[CH3:4][C:5]1[N:6]=[C:7]([NH:10][C:11]2[C:12]([O:38][C:39]3[CH:44]=[CH:43][CH:42]=[CH:41][CH:40]=3)=[CH:13][C:14]([S:17][CH:18]([CH:19]3[CH2:24][CH2:23][NH:22][CH2:21][CH2:20]3)[C:32]3[CH:37]=[CH:36][CH:35]=[CH:34][N:33]=3)=[CH:15][N:16]=2)[S:8][CH:9]=1. The yield is 0.900.